Dataset: Full USPTO retrosynthesis dataset with 1.9M reactions from patents (1976-2016). Task: Predict the reactants needed to synthesize the given product. Given the product [ClH:20].[CH2:1]([C:8]1([OH:19])[CH2:11][NH:10][CH2:9]1)[C:2]1[CH:3]=[CH:4][CH:5]=[CH:6][CH:7]=1, predict the reactants needed to synthesize it. The reactants are: [CH2:1]([C:8]1([OH:19])[CH2:11][N:10](C(OC(C)(C)C)=O)[CH2:9]1)[C:2]1[CH:7]=[CH:6][CH:5]=[CH:4][CH:3]=1.[ClH:20].